The task is: Regression. Given a target protein amino acid sequence and a drug SMILES string, predict the binding affinity score between them. We predict pIC50 (pIC50 = -log10(IC50 in M); higher means more potent). Dataset: bindingdb_ic50.. This data is from Drug-target binding data from BindingDB using IC50 measurements. (1) The drug is CCc1nnc(NS(=O)(=O)c2ccc(NC(=O)/C=C/c3ccc(OC)cc3OC)cc2)s1. The target protein (Q9Y2T6) has sequence MSQQNTSGDCLFDGVNELMKTLQFAVHIPTFVLGLLLNLLAIHGFSTFLKNRWPDYAATSIYMINLAVFDLLLVLSLPFKMVLSQVQSPFPSLCTLVECLYFVSMYGSVFTICFISMDRFLAIRYPLLVSHLRSPRKIFGICCTIWVLVWTGSIPIYSFHGKVEKYMCFHNMSDDTWSAKVFFPLEVFGFLLPMGIMGFCCSRSIHILLGRRDHTQDWVQQKACIYSIAASLAVFVVSFLPVHLGFFLQFLVRNSFIVECRAKQSISFFLQLSMCFSNVNCCLDVFCYYFVIKEFRMNIRAHRPSRVQLVLQDTTISRG. The pIC50 is 5.8. (2) The pIC50 is 7.9. The target protein sequence is MAKPLTDQEKRRQISIRGIVGVENVAELKKSFNRHLHFTLVKDRNVATTRDYYFALAHTVRDHLVGRWIRTQQHYYDKCPKRVYYLSLEFYMGRTLQNTMINLGLQNACDEAIYQLGLDIEELEEIEEDAGLGNGGLGRLAACFLDSMATLGLAAYGYGIRYEYGIFNQKIRDGWQVEEADDWLRYGNPWEKSRPEFMLPVHFYGKVEHTNTGTKWIDTQVVLALPYDTPVPGYMNNTVNTMRLWSARAPNDFNLRDFNVGDYIQAVLDRNLAENISRVLYPNDNFFEGKELRLKQEYFVVAATLQDIIRRFKASKFGSTRGAGTVFDAFPDQVAIQLNDTHPALAIPELMRIFVDIEKLPWSKAWELTQKTFAYTNHTVLPEALERWPVDLVEKLLPRHLEIIYEINQKHLDRIVALFPKDVDRLRRMSLIEEEGSKRINMAHLCIVGSHAVNGVAKIHSDIVKTKVFKDFSELEPDKFQNKTNGITPRRWLLLCNPGL.... The drug is O=C(NCC(=O)N(CCO)C1CCS(=O)(=O)CC1)c1cc2cc(Cl)ccc2[nH]1. (3) The small molecule is CC(=O)N[C@@H](CSC/C=C(\CC=C(C)C)CC/C=C(\C)CCC=C(C)C)C(=O)[O-]. The target protein (P32584) has sequence MHQDFQEDEHEYPDIRRNPLHEVTMTSYILGILLGIFVGLFPQIRFKNFNLFIIALSLFHFLEYYITAKYNPLKVHSESFLLNNGKSYMAAHSFAILECLVESFLFPDLKIFSYSLATKLCTVLGCLLVILGQYTRTIAMHTAGHSFSHIVKTKKESDHVLVKTGVYSWSRHPSYLGFFWWAIGTQLLLLNPLSLVIFIFVLWKFFSDRIRVEEKYLIEFFSAEYIEYKNKVGVGIPFI. The pIC50 is 4.4. (4) The small molecule is NC(=O)C[n+]1ccc(/C=C/c2cccc3ccccc23)cc1. The pIC50 is 4.1. The target protein (P37136) has sequence MRPPWYPLHTPSLASPLLFLLLSLLGGGARAEGREDPQLLVRVRGGQLRGIRLKAPGGPVSAFLGIPFAEPPVGSRRFMPPEPKRPWSGILDATTFQNVCYQYVDTLYPGFEGTEMWNPNRELSEDCLYLNVWTPYPRPTSPTPVLIWIYGGGFYSGASSLDVYDGRFLAQVEGTVLVSMNYRVGTFGFLALPGSREAPGNVGLLDQRLALQWVQENIAAFGGDPMSVTLFGESAGAASVGMHILSLPSRSLFHRAVLQSGTPNGPWATVSAGEARRRATLLARLVGCPPGGAGGNDTELISCLRTRPAQDLVDHEWHVLPQESIFRFSFVPVVDGDFLSDTPDALINTGDFQDLQVLVGVVKDEGSYFLVYGVPGFSKDNESLISRAQFLAGVRIGVPQASDLAAEAVVLHYTDWLHPEDPAHLRDAMSAVVGDHNVVCPVAQLAGRLAAQGARVYAYIFEHRASTLTWPLWMGVPHGYEIEFIFGLPLDPSLNYTVEE....